This data is from Forward reaction prediction with 1.9M reactions from USPTO patents (1976-2016). The task is: Predict the product of the given reaction. (1) The product is: [CH3:1][O:2][C:3]1[C:4]([O:27][CH2:28][CH2:29][CH2:30][O:31][CH3:32])=[CH:5][C:6]2[CH2:15][CH:14]([C:16]3([CH3:19])[CH2:18][CH2:17]3)[N:13]3[C:8](=[CH:9][C:10](=[O:25])[C:11]([C:20]([OH:22])=[O:21])=[CH:12]3)[C:7]=2[CH:26]=1. Given the reactants [CH3:1][O:2][C:3]1[C:4]([O:27][CH2:28][CH2:29][CH2:30][O:31][CH3:32])=[CH:5][C:6]2[CH2:15][CH:14]([C:16]3([CH3:19])[CH2:18][CH2:17]3)[N:13]3[C:8](=[CH:9][C:10](=[O:25])[C:11]([C:20]([O:22]CC)=[O:21])=[CH:12]3)[C:7]=2[CH:26]=1.O[Li].O.Cl, predict the reaction product. (2) Given the reactants P(Cl)(Cl)(Cl)=O.[CH2:6]([O:13][C:14]1[CH:19]=[CH:18][CH:17]=[C:16]([CH3:20])[CH:15]=1)[C:7]1[CH:12]=[CH:11][CH:10]=[CH:9][CH:8]=1.[B].[C:22]([O-])(=[O:24])C.[Na+], predict the reaction product. The product is: [CH2:6]([O:13][C:14]1[CH:19]=[CH:18][C:17]([CH:22]=[O:24])=[C:16]([CH3:20])[CH:15]=1)[C:7]1[CH:8]=[CH:9][CH:10]=[CH:11][CH:12]=1. (3) Given the reactants C1(P(C2C=CC=CC=2)C2C=CC=CC=2)C=CC=CC=1.[C:20]([O:24][C:25]([N:27]1[CH:30](O)[CH2:29][CH2:28]1)=[O:26])([CH3:23])([CH3:22])[CH3:21].[Cl:32][C:33]1[CH:34]=[C:35]([NH:47][C:48]2[C:57]3[C:52](=[CH:53][CH:54]=[C:55]([OH:58])[CH:56]=3)[N:51]=[CH:50][N:49]=2)[CH:36]=[CH:37][C:38]=1[O:39][CH2:40][C:41]1[CH:46]=[CH:45][CH:44]=[CH:43][N:42]=1, predict the reaction product. The product is: [Cl:32][C:33]1[CH:34]=[C:35]([NH:47][C:48]2[C:57]3[C:52](=[CH:53][CH:54]=[C:55]([O:58][CH:29]4[CH2:28][N:27]([C:25]([O:24][C:20]([CH3:21])([CH3:22])[CH3:23])=[O:26])[CH2:30]4)[CH:56]=3)[N:51]=[CH:50][N:49]=2)[CH:36]=[CH:37][C:38]=1[O:39][CH2:40][C:41]1[CH:46]=[CH:45][CH:44]=[CH:43][N:42]=1.